From a dataset of Forward reaction prediction with 1.9M reactions from USPTO patents (1976-2016). Predict the product of the given reaction. (1) Given the reactants C([O:3][P:4]([CH2:9][CH2:10][C@@:11]1([NH:30]C(=O)OC(C)(C)C)[CH2:15][CH2:14][C@H:13]([C:16]2[CH:21]=[CH:20][C:19]([CH2:22][CH2:23][CH2:24][CH2:25][CH2:26][CH2:27][CH2:28][CH3:29])=[CH:18][CH:17]=2)[CH2:12]1)([O:6]CC)=[O:5])C.Br[Si](C)(C)C.O.CCCCC, predict the reaction product. The product is: [NH2:30][C@:11]1([CH2:10][CH2:9][P:4](=[O:3])([OH:6])[OH:5])[CH2:15][CH2:14][C@H:13]([C:16]2[CH:21]=[CH:20][C:19]([CH2:22][CH2:23][CH2:24][CH2:25][CH2:26][CH2:27][CH2:28][CH3:29])=[CH:18][CH:17]=2)[CH2:12]1. (2) Given the reactants [Cl:1][C:2]1[CH:7]=[CH:6][CH:5]=[CH:4][C:3]=1[C:8]1[C:14]2[CH:15]=[C:16]([C:24]#[N:25])[C:17]([O:19][CH2:20][CH2:21][O:22][CH3:23])=[CH:18][C:13]=2[NH:12][C:11](=S)[CH2:10][N:9]=1.CO[C:29](OC)([N:31](C)C)[CH3:30].[NH2:36]N, predict the reaction product. The product is: [Cl:1][C:2]1[CH:7]=[CH:6][CH:5]=[CH:4][C:3]=1[C:8]1[C:14]2[CH:15]=[C:16]([C:24]#[N:25])[C:17]([O:19][CH2:20][CH2:21][O:22][CH3:23])=[CH:18][C:13]=2[N:12]=[C:11]2[NH:36][NH:31][C:29]([CH3:30])=[C:10]2[N:9]=1. (3) Given the reactants [CH2:1]([O:8][C:9]([NH:11][C@@H:12]([CH2:16][C:17]1[CH:22]=[CH:21][C:20]([O:23][C:24]([CH3:27])([CH3:26])[CH3:25])=[CH:19][CH:18]=1)[C:13]([OH:15])=O)=[O:10])[C:2]1[CH:7]=[CH:6][CH:5]=[CH:4][CH:3]=1.Cl.[NH2:29][C@@H:30]([CH3:35])[C:31]([O:33][CH3:34])=[O:32].CN(C(ON1N=NC2C=CC=NC1=2)=[N+](C)C)C.F[P-](F)(F)(F)(F)F.CN1CCOCC1.Cl, predict the reaction product. The product is: [CH2:1]([O:8][C:9]([NH:11][C@@H:12]([CH2:16][C:17]1[CH:22]=[CH:21][C:20]([O:23][C:24]([CH3:25])([CH3:26])[CH3:27])=[CH:19][CH:18]=1)[C:13]([NH:29][C@@H:30]([CH3:35])[C:31]([O:33][CH3:34])=[O:32])=[O:15])=[O:10])[C:2]1[CH:3]=[CH:4][CH:5]=[CH:6][CH:7]=1. (4) Given the reactants C[O:2][C:3](=[O:19])[C:4]1[CH:9]=[CH:8][C:7]([C:10]([P:13]([O:17][CH3:18])([O:15][CH3:16])=[O:14])([F:12])[CH3:11])=[CH:6][CH:5]=1.[Li+].[OH-].Cl, predict the reaction product. The product is: [CH3:16][O:15][P:13]([C:10]([C:7]1[CH:6]=[CH:5][C:4]([C:3]([OH:19])=[O:2])=[CH:9][CH:8]=1)([F:12])[CH3:11])([O:17][CH3:18])=[O:14]. (5) Given the reactants C(OC([N:8]1[C:16]2[C:11](=[CH:12][C:13]([C:17](=[O:24])[C:18]3[CH:23]=[CH:22][CH:21]=[CH:20][CH:19]=3)=[CH:14][CH:15]=2)[CH:10]=[C:9]1[C:25]1[C:26]2[S:39][CH:38]=[CH:37][C:27]=2[N:28](C(OC(C)(C)C)=O)[N:29]=1)=O)(C)(C)C.[CH3:40][Mg]Br.O, predict the reaction product. The product is: [C:18]1([C:17]([C:13]2[CH:12]=[C:11]3[C:16](=[CH:15][CH:14]=2)[NH:8][C:9]([C:25]2[C:26]4[S:39][CH:38]=[CH:37][C:27]=4[NH:28][N:29]=2)=[CH:10]3)([OH:24])[CH3:40])[CH:23]=[CH:22][CH:21]=[CH:20][CH:19]=1. (6) Given the reactants [N:1]1[CH:6]=[CH:5][CH:4]=[CH:3][C:2]=1[CH:7]=O.[CH3:9][C:10]1[N:19]([C:20]2[CH:25]=[CH:24][CH:23]=[CH:22][CH:21]=2)[C:18](=[O:26])[C:17]2[C:12](=[CH:13][CH:14]=[CH:15][CH:16]=2)[N:11]=1, predict the reaction product. The product is: [C:20]1([N:19]2[C:18](=[O:26])[C:17]3[C:12](=[CH:13][CH:14]=[CH:15][CH:16]=3)[N:11]=[C:10]2[CH:9]=[CH:7][C:2]2[CH:3]=[CH:4][CH:5]=[CH:6][N:1]=2)[CH:21]=[CH:22][CH:23]=[CH:24][CH:25]=1. (7) Given the reactants [Cl:1][C:2]1[CH:3]=[C:4]([CH:6]=[CH:7][C:8]=1[Cl:9])[NH2:5].[CH2:10]([O:12][C:13](=[O:18])[C:14](Br)([CH3:16])[CH3:15])[CH3:11].C(N(C(C)C)CC)(C)C, predict the reaction product. The product is: [Cl:1][C:2]1[CH:3]=[C:4]([NH:5][C:14]([CH3:16])([C:13]([O:12][CH2:10][CH3:11])=[O:18])[CH3:15])[CH:6]=[CH:7][C:8]=1[Cl:9]. (8) The product is: [C:14]1([C:20]([C:37]2[CH:42]=[CH:41][CH:40]=[CH:39][CH:38]=2)([C:31]2[CH:32]=[CH:33][CH:34]=[CH:35][CH:36]=2)[O:21][CH2:22][CH2:23][O:24][CH2:25][CH2:26][O:27][CH2:28][CH2:29][N:9]2[C:4]3[C:5](=[CH:6][CH:1]=[CH:2][CH:3]=3)[C:7]([CH:10]=[O:11])=[CH:8]2)[CH:15]=[CH:16][CH:17]=[CH:18][CH:19]=1. Given the reactants [CH:1]1[CH:6]=[C:5]2[C:7]([CH:10]=[O:11])=[CH:8][NH:9][C:4]2=[CH:3][CH:2]=1.[H-].[Na+].[C:14]1([C:20]([C:37]2[CH:42]=[CH:41][CH:40]=[CH:39][CH:38]=2)([C:31]2[CH:36]=[CH:35][CH:34]=[CH:33][CH:32]=2)[O:21][CH2:22][CH2:23][O:24][CH2:25][CH2:26][O:27][CH:28](Br)[CH3:29])[CH:19]=[CH:18][CH:17]=[CH:16][CH:15]=1.C(OCC)(=O)C, predict the reaction product. (9) Given the reactants Cl[C:2]1[N:3]=[C:4]([OH:19])[C:5]2[N:11]=[C:10]([C:12]3[CH:17]=[CH:16][C:15]([F:18])=[CH:14][CH:13]=3)[CH:9]=[CH:8][C:6]=2[N:7]=1.[F:20][C:21]1[CH:28]=[CH:27][C:24]([CH2:25][NH2:26])=[CH:23][CH:22]=1.Cl, predict the reaction product. The product is: [F:20][C:21]1[CH:28]=[CH:27][C:24]([CH2:25][NH:26][C:2]2[N:3]=[C:4]([OH:19])[C:5]3[N:11]=[C:10]([C:12]4[CH:17]=[CH:16][C:15]([F:18])=[CH:14][CH:13]=4)[CH:9]=[CH:8][C:6]=3[N:7]=2)=[CH:23][CH:22]=1. (10) Given the reactants [Br:1][C:2]1[CH:7]=[CH:6][C:5]([Zn]I)=[C:4]([F:10])[CH:3]=1.[CH3:11][N:12]1[C:16]([C:17](Cl)=[O:18])=[CH:15][C:14]([CH3:20])=[N:13]1.[Cl-].[NH4+], predict the reaction product. The product is: [Br:1][C:2]1[CH:7]=[CH:6][C:5]([C:17]([C:16]2[N:12]([CH3:11])[N:13]=[C:14]([CH3:20])[CH:15]=2)=[O:18])=[C:4]([F:10])[CH:3]=1.